Dataset: Reaction yield outcomes from USPTO patents with 853,638 reactions. Task: Predict the reaction yield, written as a fraction of the theoretical maximum amount of product (1.0 means a 100% yield; for example, 0.34 means a 34% yield). (1) The catalyst is CN(C=O)C.CCOC(C)=O.C(Cl)(Cl)Cl. The product is [Cl:1][C:2]1[CH:3]=[C:4]([C:24]2[CH:29]=[CH:28][CH:27]=[C:26]([S:30]([CH3:33])(=[O:32])=[O:31])[CH:25]=2)[CH:5]=[CH:6][C:7]=1[N:8]1[CH:12]=[C:11]([C:13]2[O:14][N:43]=[C:40]([CH3:41])[N:42]=2)[N:10]=[C:9]1[C:16]1[C:17]([Cl:23])=[CH:18][CH:19]=[CH:20][C:21]=1[Cl:22]. The reactants are [Cl:1][C:2]1[CH:3]=[C:4]([C:24]2[CH:29]=[CH:28][CH:27]=[C:26]([S:30]([CH3:33])(=[O:32])=[O:31])[CH:25]=2)[CH:5]=[CH:6][C:7]=1[N:8]1[CH:12]=[C:11]([C:13](O)=[O:14])[N:10]=[C:9]1[C:16]1[C:21]([Cl:22])=[CH:20][CH:19]=[CH:18][C:17]=1[Cl:23].C(Cl)(=O)C(Cl)=O.[C:40](=[N:43]O)([NH2:42])[CH3:41].N1C=CC=CC=1. The yield is 0.180. (2) The reactants are [NH2:1][C:2]1[N:7]2[N:8]=[CH:9][N:10]=[C:6]2[N:5]=[C:4]([CH3:11])[C:3]=1[C:12]#[C:13][CH:14]([CH:16]1[CH2:21][CH2:20][CH:19]([C:22]([O:24]C)=[O:23])[CH2:18][CH2:17]1)[OH:15].CO.[OH-].[Na+].Cl. The catalyst is O1CCCC1. The product is [NH2:1][C:2]1[N:7]2[N:8]=[CH:9][N:10]=[C:6]2[N:5]=[C:4]([CH3:11])[C:3]=1[C:12]#[C:13][CH:14]([CH:16]1[CH2:21][CH2:20][CH:19]([C:22]([OH:24])=[O:23])[CH2:18][CH2:17]1)[OH:15]. The yield is 0.400. (3) The reactants are [NH2:1][C:2]1[CH:7]=[C:6]([CH3:8])[C:5]([NH:9][C:10](=[O:19])[CH2:11][C:12]2[CH:17]=[CH:16][CH:15]=[C:14]([F:18])[CH:13]=2)=[C:4]([Cl:20])[CH:3]=1.Cl[CH2:22][CH2:23][O:24][CH2:25][CH2:26]Cl.[I-].[K+].C(=O)(O)[O-].[Na+]. The catalyst is CN(C)C=O. The product is [Cl:20][C:4]1[CH:3]=[C:2]([N:1]2[CH2:26][CH2:25][O:24][CH2:23][CH2:22]2)[CH:7]=[C:6]([CH3:8])[C:5]=1[NH:9][C:10](=[O:19])[CH2:11][C:12]1[CH:17]=[CH:16][CH:15]=[C:14]([F:18])[CH:13]=1. The yield is 0.310. (4) The reactants are [NH2:1][C:2]1[CH:7]=[C:6]([O:8][CH3:9])[CH:5]=[CH:4][C:3]=1[N:10]1[CH2:15][CH2:14][CH:13]([NH:16][C:17](=[O:23])[O:18][C:19]([CH3:22])([CH3:21])[CH3:20])[CH2:12][CH2:11]1.[NH2:24][C:25]1[C:26]([C:32](O)=[O:33])=[N:27][C:28]([Br:31])=[CH:29][N:30]=1. The catalyst is C(#N)C. The product is [NH2:24][C:25]1[C:26]([C:32]([NH:1][C:2]2[CH:7]=[C:6]([O:8][CH3:9])[CH:5]=[CH:4][C:3]=2[N:10]2[CH2:15][CH2:14][CH:13]([NH:16][C:17](=[O:23])[O:18][C:19]([CH3:20])([CH3:22])[CH3:21])[CH2:12][CH2:11]2)=[O:33])=[N:27][C:28]([Br:31])=[CH:29][N:30]=1. The yield is 0.0700. (5) The reactants are [OH:1][CH2:2][CH:3]([CH2:6][OH:7])[CH2:4][OH:5].[C:8]1(=O)[CH2:12][CH2:11][CH2:10][CH2:9]1. No catalyst specified. The product is [CH2:8]1[C:12]2([O:5][CH2:4][CH:3]([CH2:6][OH:7])[CH2:2][O:1]2)[CH2:11][CH2:10][CH2:9]1. The yield is 0.870.